Dataset: Reaction yield outcomes from USPTO patents with 853,638 reactions. Task: Predict the reaction yield, written as a fraction of the theoretical maximum amount of product (1.0 means a 100% yield; for example, 0.34 means a 34% yield). (1) The reactants are [OH-].[Na+].[C:3]([NH:7][CH2:8][CH2:9][CH2:10][C:11]1[CH:16]=[CH:15][C:14]([C:17]([C:19]2[N:27]3[C:22]([CH:23]=[C:24]([C:28]([O:30]C(C)C)=[O:29])[CH:25]=[CH:26]3)=[CH:21][C:20]=2[CH2:34][CH3:35])=[O:18])=[CH:13][CH:12]=1)([CH3:6])([CH3:5])[CH3:4].Cl. The catalyst is O1CCOCC1.CO.C1COCC1. The product is [C:3]([NH:7][CH2:8][CH2:9][CH2:10][C:11]1[CH:12]=[CH:13][C:14]([C:17]([C:19]2[N:27]3[C:22]([CH:23]=[C:24]([C:28]([OH:30])=[O:29])[CH:25]=[CH:26]3)=[CH:21][C:20]=2[CH2:34][CH3:35])=[O:18])=[CH:15][CH:16]=1)([CH3:5])([CH3:6])[CH3:4]. The yield is 0.990. (2) The reactants are [Cl-].[Al+3].[Cl-].[Cl-].[Cl:5][C:6]1[CH:14]=[CH:13][C:9]([C:10](Cl)=[O:11])=[CH:8][C:7]=1[S:15](=[O:18])(=[O:17])[NH2:16].[CH2:19]([N:21]1[C:26](=[O:27])[CH2:25][CH2:24][C:23]2[C:28]3[CH:29]=[CH:30][CH:31]=[CH:32][C:33]=3[CH2:34][C:22]1=2)[CH3:20]. The catalyst is ClCCl. The product is [Cl:5][C:6]1[CH:14]=[CH:13][C:9]([C:10]([C:31]2[CH:30]=[CH:29][C:28]3[C:23]4[CH2:24][CH2:25][C:26](=[O:27])[N:21]([CH2:19][CH3:20])[C:22]=4[CH2:34][C:33]=3[CH:32]=2)=[O:11])=[CH:8][C:7]=1[S:15]([NH2:16])(=[O:18])=[O:17]. The yield is 0.260.